From a dataset of Forward reaction prediction with 1.9M reactions from USPTO patents (1976-2016). Predict the product of the given reaction. (1) Given the reactants [C:1](=[O:4])([O-])[NH2:2].[N:5]1[CH:10]=[CH:9][CH:8]=[C:7]([NH2:11])[N:6]=1.[F:12][C:13]([F:34])([F:33])[C:14]1[CH:15]=[C:16]([C:20]2[CH:21]=[CH:22][C:23]3[N:29]4[CH2:30][CH2:31][CH:26]([CH2:27][CH2:28]4)N[C:24]=3[N:32]=2)[CH:17]=[CH:18][CH:19]=1, predict the reaction product. The product is: [N:5]1[CH:10]=[CH:9][CH:8]=[C:7]([NH:11][C:1]([N:2]2[CH:26]3[CH2:27][CH2:28][N:29]([CH2:30][CH2:31]3)[C:23]3[CH:22]=[CH:21][C:20]([C:16]4[CH:17]=[CH:18][CH:19]=[C:14]([C:13]([F:12])([F:33])[F:34])[CH:15]=4)=[N:32][C:24]2=3)=[O:4])[N:6]=1. (2) The product is: [O:10]([CH2:20][CH2:21][CH:22]1[CH2:27][CH:26]2[CH2:28][CH:23]1[CH2:24][CH:25]2[C:2]1[CH:3]=[CH:4][C:36]([OH:38])=[C:34]([CH3:35])[CH:7]=1)[CH2:11][CH2:12][CH:13]1[CH2:18][CH:17]2[CH2:19][CH:14]1[CH2:15][CH:16]2[C:2]1[CH:7]=[CH:6][C:5]([OH:8])=[C:4]([CH3:9])[CH:3]=1. Given the reactants I[C:2]1[CH:7]=[CH:6][C:5]([OH:8])=[C:4]([CH3:9])[CH:3]=1.[O:10]([CH2:20][CH2:21][CH:22]1[CH2:27][CH:26]2[CH2:28][CH:23]1[CH:24]=[CH:25]2)[CH2:11][CH2:12][CH:13]1[CH2:18][CH:17]2[CH2:19][CH:14]1[CH:15]=[CH:16]2.C(N([CH2:34][CH3:35])CC)C.[CH:36]([OH:38])=O, predict the reaction product. (3) Given the reactants [F:8][C:7]([F:10])([F:9])[C:6](O[C:6](=[O:11])[C:7]([F:10])([F:9])[F:8])=[O:11].[CH2:14]([O:16][C:17](=[O:40])[CH2:18][C:19]1[C:24]([C:25]#[N:26])=[CH:23][CH:22]=[C:21]([NH:27][CH2:28][C:29]([F:38])([F:37])[C:30]2[CH:35]=[CH:34][C:33]([Cl:36])=[CH:32][N:31]=2)[C:20]=1[F:39])[CH3:15].C(N(C(C)C)CC)(C)C, predict the reaction product. The product is: [CH2:14]([O:16][C:17](=[O:40])[CH2:18][C:19]1[C:24]([C:25]#[N:26])=[CH:23][CH:22]=[C:21]([N:27]([CH2:28][C:29]([F:38])([F:37])[C:30]2[CH:35]=[CH:34][C:33]([Cl:36])=[CH:32][N:31]=2)[C:6](=[O:11])[C:7]([F:8])([F:9])[F:10])[C:20]=1[F:39])[CH3:15]. (4) Given the reactants [Cl:1][C:2]1[CH:10]=[CH:9][C:8]2[N:7]([CH2:11][C:12]([C:15]3[CH:20]=[CH:19][C:18]([F:21])=[CH:17][CH:16]=3)(O)[CH3:13])[C:6]3[CH2:22][CH2:23][N:24]([CH3:26])[CH2:25][C:5]=3[C:4]=2[CH:3]=1.CCN(S(F)(F)[F:33])CC, predict the reaction product. The product is: [Cl:1][C:2]1[CH:10]=[CH:9][C:8]2[N:7]([CH2:11][C:12]([F:33])([C:15]3[CH:20]=[CH:19][C:18]([F:21])=[CH:17][CH:16]=3)[CH3:13])[C:6]3[CH2:22][CH2:23][N:24]([CH3:26])[CH2:25][C:5]=3[C:4]=2[CH:3]=1. (5) Given the reactants [Cl:1][S:2]([OH:5])(=O)=[O:3].[CH2:6]([O:8][C:9](=[O:29])[CH2:10][N:11]1[C:19]2[C:14](=[CH:15][C:16]([F:20])=[CH:17][CH:18]=2)[C:13]([CH2:21][C:22]2[CH:27]=[CH:26][CH:25]=[CH:24][CH:23]=2)=[C:12]1[CH3:28])[CH3:7], predict the reaction product. The product is: [CH2:6]([O:8][C:9](=[O:29])[CH2:10][N:11]1[C:19]2[C:14](=[CH:15][C:16]([F:20])=[CH:17][CH:18]=2)[C:13]([CH2:21][C:22]2[CH:23]=[CH:24][C:25]([S:2]([Cl:1])(=[O:5])=[O:3])=[CH:26][CH:27]=2)=[C:12]1[CH3:28])[CH3:7].